This data is from TCR-epitope binding with 47,182 pairs between 192 epitopes and 23,139 TCRs. The task is: Binary Classification. Given a T-cell receptor sequence (or CDR3 region) and an epitope sequence, predict whether binding occurs between them. (1) The epitope is HTDFSSEIIGY. The TCR CDR3 sequence is CASSDEGSGYNEQFF. Result: 0 (the TCR does not bind to the epitope). (2) The epitope is YSEHPTFTSQY. The TCR CDR3 sequence is CASSYSSSYEQYF. Result: 0 (the TCR does not bind to the epitope).